This data is from Catalyst prediction with 721,799 reactions and 888 catalyst types from USPTO. The task is: Predict which catalyst facilitates the given reaction. (1) Reactant: [N+]([O-])([O-])=O.[Ce+4].[NH4+].[N+]([O-])([O-])=O.[N+]([O-])([O-])=O.[N+]([O-])([O-])=O.[N+]([O-])([O-])=O.[Cl:23][C:24]1[CH:29]=[CH:28][C:27]([Cl:30])=[CH:26][C:25]=1[CH:31]1[CH2:36][C:35](=[O:37])[N:34]([CH2:38][C:39]([O:41][C:42]([CH3:45])([CH3:44])[CH3:43])=[O:40])[C:33]2[CH2:46][N:47]([CH3:50])[C:48](=[O:49])[C:32]1=2. Product: [Cl:23][C:24]1[CH:29]=[CH:28][C:27]([Cl:30])=[CH:26][C:25]=1[C:31]1[C:32]2[C:48](=[O:49])[N:47]([CH3:50])[CH2:46][C:33]=2[N:34]([CH2:38][C:39]([O:41][C:42]([CH3:45])([CH3:44])[CH3:43])=[O:40])[C:35](=[O:37])[CH:36]=1. The catalyst class is: 127. (2) Reactant: [F:1][C:2]1[CH:9]=[CH:8][C:5]([CH:6]=[O:7])=[CH:4][CH:3]=1.[CH3:10][N:11]([CH3:30])[C:12]1([C:24]2[CH:29]=[CH:28][CH:27]=[CH:26][CH:25]=2)[CH2:17][CH2:16][CH:15]([CH2:18]O[Si](C)(C)C)[CH2:14][CH2:13]1.O([Si](C)(C)C)S(C(F)(F)F)(=O)=O.C([SiH](CC)CC)C.[OH-].[Na+]. Product: [F:1][C:2]1[CH:9]=[CH:8][C:5]([CH2:6][O:7][CH2:18][CH:15]2[CH2:14][CH2:13][C:12]([N:11]([CH3:10])[CH3:30])([C:24]3[CH:25]=[CH:26][CH:27]=[CH:28][CH:29]=3)[CH2:17][CH2:16]2)=[CH:4][CH:3]=1. The catalyst class is: 2. (3) Reactant: [F:1][CH:2]([F:16])[CH:3]1[C:12]2[C:7](=[CH:8][CH:9]=[CH:10][CH:11]=2)[N:6]([CH2:13][CH2:14][NH2:15])[CH2:5][CH2:4]1.C=O.[C:19](O)(C(F)(F)F)=O.[OH-].[Na+]. Product: [F:16][CH:2]([F:1])[CH:3]1[C:12]2[C:7]3=[C:8]([CH2:19][NH:15][CH2:14][CH2:13][N:6]3[CH2:5][CH2:4]1)[CH:9]=[CH:10][CH:11]=2. The catalyst class is: 8.